Regression. Given two drug SMILES strings and cell line genomic features, predict the synergy score measuring deviation from expected non-interaction effect. From a dataset of NCI-60 drug combinations with 297,098 pairs across 59 cell lines. Drug 2: CC1=C(C=C(C=C1)NC(=O)C2=CC=C(C=C2)CN3CCN(CC3)C)NC4=NC=CC(=N4)C5=CN=CC=C5. Cell line: OVCAR-8. Synergy scores: CSS=21.8, Synergy_ZIP=17.1, Synergy_Bliss=20.8, Synergy_Loewe=17.5, Synergy_HSA=17.7. Drug 1: CC1C(C(=O)NC(C(=O)N2CCCC2C(=O)N(CC(=O)N(C(C(=O)O1)C(C)C)C)C)C(C)C)NC(=O)C3=C4C(=C(C=C3)C)OC5=C(C(=O)C(=C(C5=N4)C(=O)NC6C(OC(=O)C(N(C(=O)CN(C(=O)C7CCCN7C(=O)C(NC6=O)C(C)C)C)C)C(C)C)C)N)C.